This data is from Full USPTO retrosynthesis dataset with 1.9M reactions from patents (1976-2016). The task is: Predict the reactants needed to synthesize the given product. (1) Given the product [CH:16]1([N:7]2[CH2:8][C:9]([F:15])([F:14])[C:10](=[O:13])[N:11]([CH3:12])[C:5]3[CH:4]=[N:3][C:2]([NH:22][C:23]4[CH:40]=[CH:39][C:26]([C:27]([NH:29][CH:30]5[CH2:31][CH2:32][N:33]([CH2:36][CH2:37][F:38])[CH2:34][CH2:35]5)=[O:28])=[CH:25][C:24]=4[O:41][CH3:42])=[N:21][C:6]2=3)[CH2:20][CH2:19][CH2:18][CH2:17]1, predict the reactants needed to synthesize it. The reactants are: Cl[C:2]1[N:3]=[CH:4][C:5]2[N:11]([CH3:12])[C:10](=[O:13])[C:9]([F:15])([F:14])[CH2:8][N:7]([CH:16]3[CH2:20][CH2:19][CH2:18][CH2:17]3)[C:6]=2[N:21]=1.[NH2:22][C:23]1[CH:40]=[CH:39][C:26]([C:27]([NH:29][CH:30]2[CH2:35][CH2:34][N:33]([CH2:36][CH2:37][F:38])[CH2:32][CH2:31]2)=[O:28])=[CH:25][C:24]=1[O:41][CH3:42].O.C1(C)C=CC(S(O)(=O)=O)=CC=1.C(=O)([O-])[O-].[Na+].[Na+]. (2) Given the product [OH:4][CH2:3][CH2:2][S:1][C:6]1[N:11]=[N:10][C:9]([N:12]2[CH:16]=[CH:15][C:14]([CH:17]([C:19]3[CH:31]=[CH:30][C:22]4[N:23]([CH2:27][O:28][CH3:29])[C:24](=[O:26])[S:25][C:21]=4[CH:20]=3)[CH3:18])=[N:13]2)=[CH:8][CH:7]=1, predict the reactants needed to synthesize it. The reactants are: [SH:1][CH2:2][CH2:3][OH:4].Cl[C:6]1[N:11]=[N:10][C:9]([N:12]2[CH:16]=[CH:15][C:14]([CH:17]([C:19]3[CH:31]=[CH:30][C:22]4[N:23]([CH2:27][O:28][CH3:29])[C:24](=[O:26])[S:25][C:21]=4[CH:20]=3)[CH3:18])=[N:13]2)=[CH:8][CH:7]=1.C(=O)([O-])[O-].[Cs+].[Cs+]. (3) Given the product [CH2:9]([O:8][C:5]1[C:4]([NH:11][S:12]([C:15]2[CH:20]=[CH:19][C:18]([OH:21])=[C:17]([CH3:22])[CH:16]=2)(=[O:14])=[O:13])=[CH:3][C:2]([B:23]2[O:27][C:26]([CH3:29])([CH3:28])[C:25]([CH3:31])([CH3:30])[O:24]2)=[CH:7][N:6]=1)[CH3:10], predict the reactants needed to synthesize it. The reactants are: Br[C:2]1[CH:3]=[C:4]([NH:11][S:12]([C:15]2[CH:20]=[CH:19][C:18]([OH:21])=[C:17]([CH3:22])[CH:16]=2)(=[O:14])=[O:13])[C:5]([O:8][CH2:9][CH3:10])=[N:6][CH:7]=1.[B:23]1([B:23]2[O:27][C:26]([CH3:29])([CH3:28])[C:25]([CH3:31])([CH3:30])[O:24]2)[O:27][C:26]([CH3:29])([CH3:28])[C:25]([CH3:31])([CH3:30])[O:24]1.C([O-])(=O)C.[K+]. (4) Given the product [CH:7]([C:6]1[CH:5]=[C:4]([CH2:3][O:2][CH3:1])[N:15]=[C:14]([NH2:16])[N:13]=1)([CH3:9])[CH3:8], predict the reactants needed to synthesize it. The reactants are: [CH3:1][O:2][CH2:3][C:4](=O)[CH2:5][C:6](=O)[CH:7]([CH3:9])[CH3:8].Cl.[NH2:13][C:14]([NH2:16])=[NH:15].C([O-])([O-])=O.[Na+].[Na+]. (5) Given the product [OH:3][C:4]1[C:5]([C:10]([NH:1][NH2:2])=[O:12])=[N:6][CH:7]=[CH:8][CH:9]=1, predict the reactants needed to synthesize it. The reactants are: [NH2:1][NH2:2].[OH:3][C:4]1[C:5]([C:10]([O:12]C)=O)=[N:6][CH:7]=[CH:8][CH:9]=1. (6) Given the product [OH:17][C:10]1([C:7]2[CH:8]=[CH:9][C:4]([C:3]([OH:2])=[O:18])=[CH:5][CH:6]=2)[CH2:15][CH2:14][CH:13]([N:19]2[CH2:22][CH:21]([NH:23][C:24](=[O:25])[CH2:26][NH:27][C:28](=[O:39])[C:29]3[CH:34]=[CH:33][CH:32]=[C:31]([C:35]([F:37])([F:38])[F:36])[CH:30]=3)[CH2:20]2)[CH2:12][CH2:11]1, predict the reactants needed to synthesize it. The reactants are: C[O:2][C:3](=[O:18])[C:4]1[CH:9]=[CH:8][C:7]([C:10]2([OH:17])[CH2:15][CH2:14][C:13](=O)[CH2:12][CH2:11]2)=[CH:6][CH:5]=1.[NH:19]1[CH2:22][CH:21]([NH:23][C:24]([CH2:26][NH:27][C:28](=[O:39])[C:29]2[CH:34]=[CH:33][CH:32]=[C:31]([C:35]([F:38])([F:37])[F:36])[CH:30]=2)=[O:25])[CH2:20]1. (7) Given the product [CH:8]1([NH:11][C:12]([C:14]2[CH:15]=[CH:16][C:17]([CH3:33])=[C:18]([NH:20][C:21](=[O:32])[C:22]3[CH:27]=[C:26]([NH:1][CH2:2][C:3]([CH3:7])([CH3:6])[CH2:4][OH:5])[CH:25]=[CH:24][C:23]=3[N+:29]([O-:31])=[O:30])[CH:19]=2)=[O:13])[CH2:10][CH2:9]1, predict the reactants needed to synthesize it. The reactants are: [NH2:1][CH2:2][C:3]([CH3:7])([CH3:6])[CH2:4][OH:5].[CH:8]1([NH:11][C:12]([C:14]2[CH:15]=[CH:16][C:17]([CH3:33])=[C:18]([NH:20][C:21](=[O:32])[C:22]3[CH:27]=[C:26](F)[CH:25]=[CH:24][C:23]=3[N+:29]([O-:31])=[O:30])[CH:19]=2)=[O:13])[CH2:10][CH2:9]1.